This data is from Catalyst prediction with 721,799 reactions and 888 catalyst types from USPTO. The task is: Predict which catalyst facilitates the given reaction. (1) Reactant: [O:1]=[S:2]1(=[O:34])[CH2:7][CH2:6][N:5]([C:8]2[CH:13]=[CH:12][C:11]([C:14]3[S:18][C:17]([CH:19]4[CH2:24][CH2:23][O:22][CH2:21][CH2:20]4)=[N:16][C:15]=3[C@@H:25]3[CH2:30][CH2:29][CH2:28][CH2:27][C@H:26]3[C:31]([OH:33])=O)=[CH:10][CH:9]=2)[CH2:4][CH2:3]1.Cl.[NH2:36][C:37]1([C:40]#[N:41])[CH2:39][CH2:38]1.CCN(C(C)C)C(C)C.CN(C(ON1N=NC2C=CC=NC1=2)=[N+](C)C)C.F[P-](F)(F)(F)(F)F. Product: [C:40]([C:37]1([NH:36][C:31]([C@@H:26]2[CH2:27][CH2:28][CH2:29][CH2:30][C@H:25]2[C:15]2[N:16]=[C:17]([CH:19]3[CH2:24][CH2:23][O:22][CH2:21][CH2:20]3)[S:18][C:14]=2[C:11]2[CH:12]=[CH:13][C:8]([N:5]3[CH2:4][CH2:3][S:2](=[O:1])(=[O:34])[CH2:7][CH2:6]3)=[CH:9][CH:10]=2)=[O:33])[CH2:39][CH2:38]1)#[N:41]. The catalyst class is: 3. (2) Product: [F:1][C:2]([F:15])([F:14])[S:3]([O:6][C:17]1[CH2:22][CH2:21][CH:20]([C:23]([O:25][CH2:26][CH3:27])=[O:24])[CH2:19][CH:18]=1)(=[O:5])=[O:4]. Reactant: [F:1][C:2]([F:15])([F:14])[S:3]([O:6]S(C(F)(F)F)(=O)=O)(=[O:5])=[O:4].O=[C:17]1[CH2:22][CH2:21][CH:20]([C:23]([O:25][CH2:26][CH3:27])=[O:24])[CH2:19][CH2:18]1.N1C(C)=CC=CC=1C. The catalyst class is: 4.